This data is from Forward reaction prediction with 1.9M reactions from USPTO patents (1976-2016). The task is: Predict the product of the given reaction. (1) Given the reactants [H-].[H-].[H-].[H-].[Li+].[Al+3].[CH3:7][O:8][CH:9]([CH2:15][C:16](OC)=[O:17])[CH2:10][C:11](OC)=[O:12].[OH-].[Na+], predict the reaction product. The product is: [CH3:7][O:8][CH:9]([CH2:15][CH2:16][OH:17])[CH2:10][CH2:11][OH:12]. (2) Given the reactants Br[C:2]1[CH:3]=[C:4]2[C:13](=[CH:14][C:15]=1[C:16]1[CH:21]=[CH:20][CH:19]=[CH:18][C:17]=1[F:22])[O:12][CH2:11][C:10]1[N:5]2[C@H:6]([CH3:24])[C:7](=[O:23])[NH:8][N:9]=1.CC1(C)C(C)(C)OB([C:33]2[CH2:38][CH2:37][N:36]([C:39]([O:41][C:42]([CH3:45])([CH3:44])[CH3:43])=[O:40])[CH2:35][CH:34]=2)O1.C([O-])([O-])=O.[K+].[K+], predict the reaction product. The product is: [C:42]([O:41][C:39]([N:36]1[CH2:35][CH:34]=[C:33]([C:2]2[CH:3]=[C:4]3[C:13](=[CH:14][C:15]=2[C:16]2[CH:21]=[CH:20][CH:19]=[CH:18][C:17]=2[F:22])[O:12][CH2:11][C:10]2[N:5]3[C@H:6]([CH3:24])[C:7](=[O:23])[NH:8][N:9]=2)[CH2:38][CH2:37]1)=[O:40])([CH3:45])([CH3:43])[CH3:44]. (3) Given the reactants [CH3:1][N:2]([CH2:4][C@@H:5]1[CH2:7][C@H:6]1[C:8]1[CH:9]=[C:10]2[C:14](=[CH:15][CH:16]=1)[NH:13][CH:12]=[CH:11]2)[CH3:3].CC(C)([O-])C.[K+].N#C[Br:25], predict the reaction product. The product is: [CH3:3][N:2]([CH2:4][CH:5]1[CH2:7][CH:6]1[C:8]1[CH:9]=[C:10]2[C:14](=[CH:15][CH:16]=1)[NH:13][CH:12]=[C:11]2[Br:25])[CH3:1]. (4) Given the reactants [O:1]1[CH2:6][CH2:5][CH:4]([O:7][C:8]2[C:17]3[C:12](=[CH:13][CH:14]=[CH:15][CH:16]=3)[C:11]([NH2:18])=[CH:10][CH:9]=2)[CH2:3][CH2:2]1.[NH2:19][C:20]1[C:21]([O:35][CH3:36])=[C:22]([NH:30][S:31]([CH3:34])(=[O:33])=[O:32])[CH:23]=[C:24]([C:26]([CH3:29])([CH3:28])[CH3:27])[CH:25]=1.C(C1C=CC(OC)=C(N[C:48](NC2C3C(=CC=CC=3)C(OC3C=CN=C(C#N)N=3)=CC=2)=[O:49])C=1)(C)(C)C, predict the reaction product. The product is: [C:26]([C:24]1[CH:25]=[C:20]([NH:19][C:48]([NH:18][C:11]2[C:12]3[C:17](=[CH:16][CH:15]=[CH:14][CH:13]=3)[C:8]([O:7][CH:4]3[CH2:5][CH2:6][O:1][CH2:2][CH2:3]3)=[CH:9][CH:10]=2)=[O:49])[C:21]([O:35][CH3:36])=[C:22]([NH:30][S:31]([CH3:34])(=[O:33])=[O:32])[CH:23]=1)([CH3:28])([CH3:29])[CH3:27].